This data is from Forward reaction prediction with 1.9M reactions from USPTO patents (1976-2016). The task is: Predict the product of the given reaction. (1) The product is: [CH2:1]([O:8][C:9](=[O:35])[N:10]([CH2:11][CH3:12])[CH2:13][C:14]1[CH:19]=[C:18]([C:20]([F:21])([F:22])[F:23])[CH:17]=[CH:16][C:15]=1[C:24]1[CH:29]=[C:28]([CH2:30][C:31]2[N:36]=[N:37][NH:38][N:32]=2)[CH:27]=[CH:26][C:25]=1[O:33][CH3:34])[C:2]1[CH:3]=[CH:4][CH:5]=[CH:6][CH:7]=1. Given the reactants [CH2:1]([O:8][C:9](=[O:35])[N:10]([CH2:13][C:14]1[CH:19]=[C:18]([C:20]([F:23])([F:22])[F:21])[CH:17]=[CH:16][C:15]=1[C:24]1[CH:29]=[C:28]([CH2:30][C:31]#[N:32])[CH:27]=[CH:26][C:25]=1[O:33][CH3:34])[CH2:11][CH3:12])[C:2]1[CH:7]=[CH:6][CH:5]=[CH:4][CH:3]=1.[N:36]([Si](C)(C)C)=[N+:37]=[N-:38].C([Sn](=O)CCCC)CCC, predict the reaction product. (2) Given the reactants [OH-].[Na+].CO.[Br:5][C:6]1[N:18]=[C:9]2[CH2:10][CH:11]([C:14]([O:16]C)=[O:15])[CH2:12][CH2:13][N:8]2[N:7]=1, predict the reaction product. The product is: [Br:5][C:6]1[N:18]=[C:9]2[CH2:10][CH:11]([C:14]([OH:16])=[O:15])[CH2:12][CH2:13][N:8]2[N:7]=1. (3) Given the reactants [NH2:1][C:2]([C@@H:4]([NH:9][C:10]([N:12]1[C:16]2[CH:17]=[CH:18][CH:19]=[CH:20][C:15]=2[N:14]([CH2:21][CH2:22][S:23]([CH3:25])=[O:24])[C:13]1=[O:26])=[O:11])[C:5]([CH3:8])([CH3:7])[CH3:6])=[O:3].ClC1C=CC=C(C(OO)=[O:35])C=1.C([O-])(O)=O.[Na+], predict the reaction product. The product is: [NH2:1][C:2]([C@@H:4]([NH:9][C:10]([N:12]1[C:16]2[CH:17]=[CH:18][CH:19]=[CH:20][C:15]=2[N:14]([CH2:21][CH2:22][S:23]([CH3:25])(=[O:35])=[O:24])[C:13]1=[O:26])=[O:11])[C:5]([CH3:8])([CH3:7])[CH3:6])=[O:3]. (4) Given the reactants Cl[C:2]1[N:7]=[C:6]([NH:8][C:9]2[CH:13]=[C:12]([CH:14]3[CH2:16][CH2:15]3)[NH:11][N:10]=2)[CH:5]=[CH:4][N:3]=1.[NH2:17][C:18]1[CH:19]=[C:20]([S:24]([NH2:27])(=[O:26])=[O:25])[CH:21]=[CH:22][CH:23]=1.C(O)CCC, predict the reaction product. The product is: [CH:14]1([C:12]2[CH:13]=[C:9]([NH:8][C:6]3[CH:5]=[CH:4][N:3]=[C:2]([NH:17][C:18]4[CH:19]=[C:20]([S:24]([NH2:27])(=[O:25])=[O:26])[CH:21]=[CH:22][CH:23]=4)[N:7]=3)[NH:10][N:11]=2)[CH2:16][CH2:15]1. (5) The product is: [Cl:15][C:8]1[N:6]2[CH:7]=[C:2]([CH:26]3[CH:27]=[CH:28][CH2:29][O:25]3)[CH:3]=[C:4]([C:16]([F:19])([F:18])[F:17])[C:5]2=[N:10][C:9]=1[C:11]([O:13][CH3:14])=[O:12]. Given the reactants Br[C:2]1[CH:3]=[C:4]([C:16]([F:19])([F:18])[F:17])[C:5]2[N:6]([C:8]([Cl:15])=[C:9]([C:11]([O:13][CH3:14])=[O:12])[N:10]=2)[CH:7]=1.C([O-])(=O)C.[K+].[O:25]1[CH:29]=[CH:28][CH2:27][CH2:26]1, predict the reaction product. (6) The product is: [C:36]1([CH:29]([C:30]2[CH:35]=[CH:34][CH:33]=[CH:32][CH:31]=2)[CH2:28][NH:27][C:23]2[N:22]=[C:21]([N:42]3[CH2:46][CH2:45][C@@H:44]([NH:47][C:48]([NH:50][C:51]4[CH:52]=[N:53][CH:54]=[CH:55][CH:56]=4)=[O:49])[CH2:43]3)[N:20]=[C:19]3[C:24]=2[N:25]=[CH:26][N:18]3[C@@H:16]2[CH2:17][C@H:13]([NH:12][C:10](=[O:11])[CH2:81][CH2:82][OH:84])[C@@H:14]([OH:58])[C@H:15]2[OH:57])[CH:41]=[CH:40][CH:39]=[CH:38][CH:37]=1. Given the reactants C(O[C@H](C)[C:10]([NH:12][C@H:13]1[CH2:17][C@@H:16]([N:18]2[CH:26]=[N:25][C:24]3[C:19]2=[N:20][C:21]([N:42]2[CH2:46][CH2:45][C@@H:44]([NH:47][C:48]([NH:50][C:51]4[CH:52]=[N:53][CH:54]=[CH:55][CH:56]=4)=[O:49])[CH2:43]2)=[N:22][C:23]=3[NH:27][CH2:28][CH:29]([C:36]2[CH:41]=[CH:40][CH:39]=[CH:38][CH:37]=2)[C:30]2[CH:35]=[CH:34][CH:33]=[CH:32][CH:31]=2)[C@H:15]([OH:57])[C@@H:14]1[OH:58])=[O:11])C1C=CC=CC=1.N[C@@H]1CCN(C2N=C3C(N=CN3[C@@H]3C[C@H](N[C:81](=O)[C@H:82]([O:84]CC4C=CC=CC=4)C)[C@@H](O)[C@H]3O)=C(NCC(C3C=CC=CC=3)C3C=CC=CC=3)N=2)C1, predict the reaction product.